This data is from Experimentally validated miRNA-target interactions with 360,000+ pairs, plus equal number of negative samples. The task is: Binary Classification. Given a miRNA mature sequence and a target amino acid sequence, predict their likelihood of interaction. The miRNA is hsa-miR-3198 with sequence GUGGAGUCCUGGGGAAUGGAGA. The protein sequence of the target gene is MNHTVQTFFSPVNSGQPPNYEMLKEEHEVAVLGAPHNPAPPTSTVIHIRSETSVPDHVVWSLFNTLFMNPCCLGFIAFAYSVKSRDRKMVGDVTGAQAYASTAKCLNIWALILGILMTILLIVIPVLIFQAYG. Result: 1 (interaction).